This data is from NCI-60 drug combinations with 297,098 pairs across 59 cell lines. The task is: Regression. Given two drug SMILES strings and cell line genomic features, predict the synergy score measuring deviation from expected non-interaction effect. Drug 1: CS(=O)(=O)CCNCC1=CC=C(O1)C2=CC3=C(C=C2)N=CN=C3NC4=CC(=C(C=C4)OCC5=CC(=CC=C5)F)Cl. Drug 2: C(CCl)NC(=O)N(CCCl)N=O. Cell line: EKVX. Synergy scores: CSS=12.3, Synergy_ZIP=0.808, Synergy_Bliss=6.16, Synergy_Loewe=-0.208, Synergy_HSA=4.56.